Dataset: Full USPTO retrosynthesis dataset with 1.9M reactions from patents (1976-2016). Task: Predict the reactants needed to synthesize the given product. (1) Given the product [CH3:21][C:22]([OH:23])([CH3:25])[CH2:24][N:12]1[CH:13]=[C:9]([B:4]2[O:5][C:6]([CH3:7])([CH3:8])[C:2]([CH3:14])([CH3:1])[O:3]2)[CH:10]=[N:11]1, predict the reactants needed to synthesize it. The reactants are: [CH3:1][C:2]1([CH3:14])[C:6]([CH3:8])([CH3:7])[O:5][B:4]([C:9]2[CH:10]=[N:11][NH:12][CH:13]=2)[O:3]1.C(=O)([O-])[O-].[Cs+].[Cs+].[CH3:21][C:22]1([CH3:25])[CH2:24][O:23]1. (2) Given the product [Br:3][C:4]1[CH:5]=[CH:6][C:7]([O:12][C:13]2[CH:18]=[CH:17][C:16]([Cl:19])=[C:15]([Cl:20])[CH:14]=2)=[C:8]([CH:11]=1)[CH2:9][NH:2][CH3:1], predict the reactants needed to synthesize it. The reactants are: [CH3:1][NH2:2].[Br:3][C:4]1[CH:5]=[CH:6][C:7]([O:12][C:13]2[CH:18]=[CH:17][C:16]([Cl:19])=[C:15]([Cl:20])[CH:14]=2)=[C:8]([CH:11]=1)[CH:9]=O.